From a dataset of Catalyst prediction with 721,799 reactions and 888 catalyst types from USPTO. Predict which catalyst facilitates the given reaction. (1) Reactant: [CH2:1]([O:8][C:9](=[O:28])[CH2:10][N:11]([C:18]([O:20][CH2:21][C:22]1[CH:27]=[CH:26][CH:25]=[CH:24][CH:23]=1)=[O:19])[CH:12]1[CH2:17][CH2:16][NH:15][CH2:14][CH2:13]1)[C:2]1[CH:7]=[CH:6][CH:5]=[CH:4][CH:3]=1.[C:29]([O:33][C:34](=[O:39])[NH:35][CH2:36][CH:37]=O)([CH3:32])([CH3:31])[CH3:30].C(O[BH-](OC(=O)C)OC(=O)C)(=O)C.[Na+]. Product: [CH2:1]([O:8][C:9](=[O:28])[CH2:10][N:11]([C:18]([O:20][CH2:21][C:22]1[CH:23]=[CH:24][CH:25]=[CH:26][CH:27]=1)=[O:19])[CH:12]1[CH2:13][CH2:14][N:15]([CH2:37][CH2:36][NH:35][C:34]([O:33][C:29]([CH3:32])([CH3:31])[CH3:30])=[O:39])[CH2:16][CH2:17]1)[C:2]1[CH:7]=[CH:6][CH:5]=[CH:4][CH:3]=1. The catalyst class is: 5. (2) Reactant: [C:1]([C:4]1[CH:5]=[C:6]([CH:8]=[C:9]([C:11](=[O:13])[CH3:12])[CH:10]=1)[NH2:7])(=[O:3])[CH3:2].Cl[C:15]1[N:23]=[CH:22][N:21]=[C:20]2[C:16]=1[NH:17][CH:18]=[N:19]2.Cl.[OH-].[K+]. Product: [C:1]([C:4]1[CH:5]=[C:6]([NH:7][C:15]2[N:23]=[CH:22][N:21]=[C:20]3[C:16]=2[NH:17][CH:18]=[N:19]3)[CH:8]=[C:9]([C:11](=[O:13])[CH3:12])[CH:10]=1)(=[O:3])[CH3:2]. The catalyst class is: 6. (3) Reactant: COC(C1C(OC(=O)C2C=CC=CC=2)=C(O)N=[C:7]([C:21]2([NH:27][C:28]([O:30][C:31]([CH3:34])([CH3:33])[CH3:32])=[O:29])[CH2:26][CH2:25][O:24][CH2:23][CH2:22]2)[N:6]=1)=O.FC1C=CC(CN)=C(S(C)(=O)=[O:45])C=1. Product: [NH2:6][C:7]([C:21]1([NH:27][C:28](=[O:29])[O:30][C:31]([CH3:34])([CH3:33])[CH3:32])[CH2:26][CH2:25][O:24][CH2:23][CH2:22]1)=[O:45]. The catalyst class is: 5. (4) Reactant: [C:1]([O:5][C:6]([N:8]1[CH2:13][CH2:12][N:11]([C:14]2[C:23]3[C:18](=[C:19]([F:26])[C:20](Br)=[C:21]([Cl:24])[CH:22]=3)[N:17]=[CH:16][C:15]=2[C:27](=[O:29])[NH2:28])[CH2:10][CH2:9]1)=[O:7])([CH3:4])([CH3:3])[CH3:2].[F:30][C:31]1[CH:36]=[CH:35][CH:34]=[C:33]([O:37][CH3:38])[C:32]=1B(O)O.C([O-])([O-])=O.[Na+].[Na+]. Product: [C:1]([O:5][C:6]([N:8]1[CH2:13][CH2:12][N:11]([C:14]2[C:23]3[C:18](=[C:19]([F:26])[C:20]([C:32]4[C:33]([O:37][CH3:38])=[CH:34][CH:35]=[CH:36][C:31]=4[F:30])=[C:21]([Cl:24])[CH:22]=3)[N:17]=[CH:16][C:15]=2[C:27](=[O:29])[NH2:28])[CH2:10][CH2:9]1)=[O:7])([CH3:4])([CH3:3])[CH3:2]. The catalyst class is: 70. (5) Reactant: Br[C:2]1[CH:7]=[CH:6][C:5]([CH2:8][CH2:9][N:10]([CH3:12])[CH3:11])=[CH:4][CH:3]=1.[CH3:13][C:14]1([CH3:30])[C:18]([CH3:20])([CH3:19])[O:17][B:16]([B:16]2[O:17][C:18]([CH3:20])([CH3:19])[C:14]([CH3:30])([CH3:13])[O:15]2)[O:15]1.CC([O-])=O.[K+]. Product: [CH3:11][N:10]([CH3:12])[CH2:9][CH2:8][C:5]1[CH:6]=[CH:7][C:2]([B:16]2[O:17][C:18]([CH3:20])([CH3:19])[C:14]([CH3:30])([CH3:13])[O:15]2)=[CH:3][CH:4]=1. The catalyst class is: 294. (6) Reactant: [NH2:1][CH2:2][CH2:3][N:4]([CH:24]([CH3:26])[CH3:25])[C:5]1([CH2:16][C:17]2[CH:22]=[CH:21][CH:20]=[C:19]([Cl:23])[CH:18]=2)[C:13]2[C:8](=[CH:9][C:10]([Br:14])=[CH:11][CH:12]=2)[NH:7][C:6]1=[O:15].CCN(C(C)C)C(C)C.[C:36]([N:39]1[CH2:44][CH2:43][N:42]([C:45](Cl)=[O:46])[CH2:41][CH2:40]1)(=[O:38])[CH3:37]. Product: [Br:14][C:10]1[CH:9]=[C:8]2[C:13]([C:5]([N:4]([CH:24]([CH3:26])[CH3:25])[CH2:3][CH2:2][NH:1][C:45]([N:42]3[CH2:43][CH2:44][N:39]([C:36](=[O:38])[CH3:37])[CH2:40][CH2:41]3)=[O:46])([CH2:16][C:17]3[CH:22]=[CH:21][CH:20]=[C:19]([Cl:23])[CH:18]=3)[C:6](=[O:15])[NH:7]2)=[CH:12][CH:11]=1. The catalyst class is: 2.